The task is: Predict the product of the given reaction.. This data is from Forward reaction prediction with 1.9M reactions from USPTO patents (1976-2016). Given the reactants [N:1]1([S:7]([C:10]2[CH:11]=[C:12]([CH:16]=[CH:17][CH:18]=2)[C:13]([OH:15])=O)(=[O:9])=[O:8])[CH2:6][CH2:5][CH2:4][CH2:3][CH2:2]1.[C:19]1([O:25][C:26]2[CH:32]=[CH:31][C:29]([NH2:30])=[CH:28][CH:27]=2)[CH:24]=[CH:23][CH:22]=[CH:21][CH:20]=1, predict the reaction product. The product is: [O:25]([C:26]1[CH:27]=[CH:28][C:29]([NH:30][C:13](=[O:15])[C:12]2[CH:16]=[CH:17][CH:18]=[C:10]([S:7]([N:1]3[CH2:2][CH2:3][CH2:4][CH2:5][CH2:6]3)(=[O:8])=[O:9])[CH:11]=2)=[CH:31][CH:32]=1)[C:19]1[CH:24]=[CH:23][CH:22]=[CH:21][CH:20]=1.